From a dataset of Forward reaction prediction with 1.9M reactions from USPTO patents (1976-2016). Predict the product of the given reaction. (1) Given the reactants [CH2:1]([O:3][C:4](=[O:27])[CH2:5][C:6]1([CH2:9][CH2:10][CH:11]([CH2:15][CH2:16][C:17]2[CH:22]=[CH:21][C:20]([C:23]([O:25][CH3:26])=[O:24])=[CH:19][CH:18]=2)[C:12](O)=[O:13])[CH2:8][CH2:7]1)[CH3:2].[Cl-].[NH4+], predict the reaction product. The product is: [CH2:1]([O:3][C:4](=[O:27])[CH2:5][C:6]1([CH2:9][CH2:10][CH:11]([CH2:12][OH:13])[CH2:15][CH2:16][C:17]2[CH:22]=[CH:21][C:20]([C:23]([O:25][CH3:26])=[O:24])=[CH:19][CH:18]=2)[CH2:8][CH2:7]1)[CH3:2]. (2) Given the reactants [C:1]1([S:7](Cl)(=[O:9])=[O:8])[CH:6]=[CH:5][CH:4]=[CH:3][CH:2]=1.[NH2:11][C:12]1[CH:13]=[C:14]([C:19]2[S:23][C:22]([NH:24][C:25](=[O:27])[CH3:26])=[N:21][CH:20]=2)[C:15]([CH3:18])=[N:16][CH:17]=1.C(O)C(N)(CO)CO.NCCN(CCN)CCN, predict the reaction product. The product is: [C:1]1([S:7]([NH:11][C:12]2[CH:13]=[C:14]([C:19]3[S:23][C:22]([NH:24][C:25](=[O:27])[CH3:26])=[N:21][CH:20]=3)[C:15]([CH3:18])=[N:16][CH:17]=2)(=[O:9])=[O:8])[CH:6]=[CH:5][CH:4]=[CH:3][CH:2]=1. (3) The product is: [Br:1][C:2]1[CH:7]=[C:6]([F:8])[CH:5]=[CH:4][C:3]=1[CH:9]1[N:10]=[C:11]([C:22]2[N:26]=[CH:25][N:24]([CH2:27][C:28]([O:30][CH2:31][CH3:32])=[O:29])[N:23]=2)[NH:12][C:13]([CH2:20][N:34]2[CH2:39][CH2:38][O:37][CH:36]([C:40]([OH:42])=[O:41])[CH2:35]2)=[C:14]1[C:15]([O:17][CH2:18][CH3:19])=[O:16]. Given the reactants [Br:1][C:2]1[CH:7]=[C:6]([F:8])[CH:5]=[CH:4][C:3]=1[CH:9]1[C:14]([C:15]([O:17][CH2:18][CH3:19])=[O:16])=[C:13]([CH2:20]Br)[NH:12][C:11]([C:22]2[N:26]=[CH:25][N:24]([CH2:27][C:28]([O:30][CH2:31][CH3:32])=[O:29])[N:23]=2)=[N:10]1.Cl.[NH:34]1[CH2:39][CH2:38][O:37][CH:36]([C:40]([OH:42])=[O:41])[CH2:35]1, predict the reaction product. (4) Given the reactants N([O-])=O.[Na+].[CH2:5]([O:7][C:8]([C:10]1[C:19](N)=[CH:18][C:17]2[C:12](=[C:13]([O:21][CH3:22])[CH:14]=[CH:15][CH:16]=2)[CH:11]=1)=[O:9])[CH3:6].C([O-])(O)=O.[Na+].[ClH:28], predict the reaction product. The product is: [CH2:5]([O:7][C:8]([C:10]1[C:19]([Cl:28])=[CH:18][C:17]2[C:12](=[C:13]([O:21][CH3:22])[CH:14]=[CH:15][CH:16]=2)[CH:11]=1)=[O:9])[CH3:6]. (5) Given the reactants [NH2:1][C@H:2]([C:12]([NH:14][C@H:15]([C:28]([NH:30][C@H:31]([C:36]([O:38][CH2:39][C:40]1[CH:45]=[CH:44][CH:43]=[CH:42][CH:41]=1)=[O:37])[CH2:32][CH:33]([CH3:35])[CH3:34])=[O:29])[CH2:16][C:17]1[CH:22]=[CH:21][C:20]([O:23][C:24]([CH3:27])([CH3:26])[CH3:25])=[CH:19][CH:18]=1)=[O:13])[CH2:3][CH2:4][C:5](=[O:11])[O:6][C:7]([CH3:10])([CH3:9])[CH3:8].C1C=CC2N(O)N=NC=2C=1.[NH:56](C(OCC1C2C(=CC=CC=2)C2C1=CC=CC=2)=O)[C@H:57]([C:67](O)=[O:68])[CH2:58][CH2:59][C:60](=[O:66])[O:61][C:62]([CH3:65])([CH3:64])[CH3:63].CCN=C=NCCCN(C)C.Cl.C(O)(=O)C(CC(O)=O)S.C1CCN2C(=NCCC2)CC1.S(O)(C)(=O)=O, predict the reaction product. The product is: [NH2:56][C@H:57]([C:67]([NH:1][C@H:2]([C:12]([NH:14][C@H:15]([C:28]([NH:30][C@H:31]([C:36]([O:38][CH2:39][C:40]1[CH:45]=[CH:44][CH:43]=[CH:42][CH:41]=1)=[O:37])[CH2:32][CH:33]([CH3:35])[CH3:34])=[O:29])[CH2:16][C:17]1[CH:18]=[CH:19][C:20]([O:23][C:24]([CH3:25])([CH3:26])[CH3:27])=[CH:21][CH:22]=1)=[O:13])[CH2:3][CH2:4][C:5](=[O:11])[O:6][C:7]([CH3:8])([CH3:9])[CH3:10])=[O:68])[CH2:58][CH2:59][C:60](=[O:66])[O:61][C:62]([CH3:64])([CH3:65])[CH3:63]. (6) Given the reactants [F:1][C:2]1[CH:3]=[C:4]2[C:8](=[C:9]([C:11](O)=[O:12])[CH:10]=1)[N:7]([CH2:14][C:15]1[CH:20]=[CH:19][C:18]([C:21]([F:24])([F:23])[F:22])=[CH:17][CH:16]=1)[CH:6]=[CH:5]2.CN(C(ON1N=NC2C=CC=NC1=2)=[N+](C)C)C.F[P-](F)(F)(F)(F)F.CS([O-])(=O)=O.[CH3:54][O:55][C:56]([C:58]1[CH:63]=[CH:62][C:61]([C:64]2([NH3+:67])[CH2:66][CH2:65]2)=[CH:60][CH:59]=1)=[O:57].CCN(C(C)C)C(C)C.C([O-])(O)=O.[Na+], predict the reaction product. The product is: [F:1][C:2]1[CH:3]=[C:4]2[C:8](=[C:9]([C:11]([NH:67][C:64]3([C:61]4[CH:62]=[CH:63][C:58]([C:56]([O:55][CH3:54])=[O:57])=[CH:59][CH:60]=4)[CH2:66][CH2:65]3)=[O:12])[CH:10]=1)[N:7]([CH2:14][C:15]1[CH:20]=[CH:19][C:18]([C:21]([F:24])([F:23])[F:22])=[CH:17][CH:16]=1)[CH:6]=[CH:5]2.